From a dataset of Full USPTO retrosynthesis dataset with 1.9M reactions from patents (1976-2016). Predict the reactants needed to synthesize the given product. (1) Given the product [ClH:127].[CH3:78][C:76]([O:79][C:80](=[O:101])[CH2:81][C@H:82]([NH:86][S:87]([C:90]1[C:95]([CH3:96])=[CH:94][C:93]([O:97][CH3:98])=[C:92]([CH3:99])[C:91]=1[CH3:100])(=[O:89])=[O:88])[C:68]([NH:67][CH:58]([CH2:57][C:53]1[CH:54]=[C:55]2[C:56](=[CH:51][CH:52]=1)[C:47]([NH2:46])=[N:48][CH:49]=[CH:50]2)[C:59](=[O:66])[N:60]1[CH2:61][CH2:62][CH2:63][CH2:64][CH2:65]1)=[O:74])([CH3:75])[CH3:77], predict the reactants needed to synthesize it. The reactants are: Cl.NC1C2C(=CC(CC(NC(=O)CNS(C3C(C)=C(C)C4OC(C)(C)CCC=4C=3C)(=O)=O)C(=O)N3CCCCC3)=CC=2)C=CN=1.[NH2:46][C:47]1[C:56]2[C:51](=[CH:52][C:53]([CH2:57][CH:58]([NH:67][C:68](=[O:74])OC(C)(C)C)[C:59](=[O:66])[N:60]3[CH2:65][CH2:64][CH2:63][CH2:62][CH2:61]3)=[CH:54][CH:55]=2)[CH:50]=[CH:49][N:48]=1.[CH3:75][C:76]([O:79][C:80](=[O:101])[CH2:81][C@H:82]([NH:86][S:87]([C:90]1[C:95]([CH3:96])=[CH:94][C:93]([O:97][CH3:98])=[C:92]([CH3:99])[C:91]=1[CH3:100])(=[O:89])=[O:88])C(O)=O)([CH3:78])[CH3:77].N[C@H](C(O)=O)CC(=O)OC(C)(C)C.COC1C=C(C)C(S([Cl:127])(=O)=O)=C(C)C=1C. (2) Given the product [C:1]12([NH:6][C:7](=[O:9])[CH3:8])[CH2:5][CH:3]([CH2:4]1)[CH2:2]2, predict the reactants needed to synthesize it. The reactants are: [C:1]12([NH2:6])[CH2:5][CH:3]([CH2:4]1)[CH2:2]2.[C:7](Cl)(=[O:9])[CH3:8].C([O-])([O-])=O.[K+].[K+].C([O-])([O-])=O.[Na+].[Na+].C([O-])(O)=O.[Na+]. (3) Given the product [S:29]1[C:30]2[CH:36]=[CH:35][CH:34]=[CH:33][C:31]=2[N:32]=[C:28]1[CH:19]([O:20][CH:21]1[CH2:22][CH2:23][N:24]([CH3:27])[CH2:25][CH2:26]1)[C:15]1[CH:14]=[C:13]([S:12][CH2:11][CH2:10][CH2:9][CH2:8][NH2:7])[CH:18]=[CH:17][CH:16]=1.[C:45]([O-:50])(=[O:49])[C:46]([O-:48])=[O:47], predict the reactants needed to synthesize it. The reactants are: C(OC(=O)[NH:7][CH2:8][CH2:9][CH2:10][CH2:11][S:12][C:13]1[CH:18]=[CH:17][CH:16]=[C:15]([CH:19]([C:28]2[S:29][C:30]3[CH:36]=[CH:35][CH:34]=[CH:33][C:31]=3[N:32]=2)[O:20][CH:21]2[CH2:26][CH2:25][N:24]([CH3:27])[CH2:23][CH2:22]2)[CH:14]=1)(C)(C)C.FC(F)(F)C(O)=O.[C:45]([OH:50])(=[O:49])[C:46]([OH:48])=[O:47]. (4) The reactants are: C(O[C@@H:5]1[O:17][C@H:16]([C@@H:18]([CH2:23][O:24][C:25](=[O:27])[CH3:26])[O:19][C:20](=[O:22])[CH3:21])[C@H:11]([O:12][C:13](=[O:15])[CH3:14])[C@H:6]1[O:7][C:8](=[O:10])[CH3:9])(=O)C.[Sn](Cl)(Cl)(Cl)Cl.[S:33]1C=CC=C1CC(O)=O.[CH3:42][CH2:43][O:44]C(C)=O. Given the product [C:43]([S:33][C@@H:5]1[O:17][C@H:16]([C@@H:18]([CH2:23][O:24][C:25](=[O:27])[CH3:26])[O:19][C:20](=[O:22])[CH3:21])[C@H:11]([O:12][C:13](=[O:15])[CH3:14])[C@H:6]1[O:7][C:8](=[O:10])[CH3:9])(=[O:44])[CH3:42], predict the reactants needed to synthesize it. (5) Given the product [CH2:38]([N:37]([CH2:26][C:27]1[CH:32]=[CH:31][C:30]([NH:33][C:34]([N:2]2[CH2:3][C:4]3[C:9](=[CH:8][CH:7]=[CH:6][CH:5]=3)[CH2:1]2)=[O:35])=[CH:29][CH:28]=1)[CH3:36])[C:39]1[CH:44]=[CH:43][CH:42]=[CH:41][CH:40]=1, predict the reactants needed to synthesize it. The reactants are: [CH2:1]1[C:9]2[C:4](=[CH:5][CH:6]=[CH:7][CH:8]=2)[CH2:3][NH:2]1.C(N(C(C)C)C(C)C)C.CN1CCCC1.Cl[CH2:26][C:27]1[CH:32]=[CH:31][C:30]([N:33]=[C:34]=[O:35])=[CH:29][CH:28]=1.[CH3:36][NH:37][CH2:38][C:39]1[CH:44]=[CH:43][CH:42]=[CH:41][CH:40]=1. (6) Given the product [F:33][C:2]([F:1])([CH2:29][CH2:30][CH2:31][CH3:32])[CH:3]([OH:28])[CH2:4][CH2:5][C@H:6]1[C@H:10]([O:11][CH:12]2[CH2:17][CH2:16][CH2:15][CH2:14][O:13]2)[CH2:9][C@H:8]([OH:18])[C@@H:7]1[CH2:19][CH:20]=[CH:21][CH2:22][CH2:23][CH2:24][C:25]([O:27][CH2:44][C:45]1[CH:50]=[CH:49][CH:48]=[CH:47][CH:46]=1)=[O:26], predict the reactants needed to synthesize it. The reactants are: [F:1][C:2]([F:33])([CH2:29][CH2:30][CH2:31][CH3:32])[CH:3]([OH:28])[CH2:4][CH2:5][C@H:6]1[C@H:10]([O:11][CH:12]2[CH2:17][CH2:16][CH2:15][CH2:14][O:13]2)[CH2:9][C@H:8]([OH:18])[C@@H:7]1[CH2:19]/[CH:20]=[CH:21]\[CH2:22][CH2:23][CH2:24][C:25]([OH:27])=[O:26].CC(C)=O.C(OCC)(=O)C.[CH3:44][CH2:45][CH2:46][CH2:47][CH2:48][CH2:49][CH3:50]. (7) The reactants are: F[C:2]1[C:7]([F:8])=[C:6]([F:9])[CH:5]=[C:4]([F:10])[C:3]=1[N+:11]([O-:13])=[O:12].[F:14][C:15]1[CH:21]=[C:20]([Br:22])[CH:19]=[CH:18][C:16]=1[NH2:17]. Given the product [Br:22][C:20]1[CH:19]=[CH:18][C:16]([NH:17][C:2]2[C:3]([N+:11]([O-:13])=[O:12])=[C:4]([F:10])[CH:5]=[C:6]([F:9])[C:7]=2[F:8])=[C:15]([F:14])[CH:21]=1, predict the reactants needed to synthesize it. (8) Given the product [C:8]([C:7]1[C:2]([CH3:1])=[CH:3][C:4]([NH2:14])=[N:5][CH:6]=1)#[CH:9], predict the reactants needed to synthesize it. The reactants are: [CH3:1][C:2]1[C:7]([C:8]#[C:9][Si](C)(C)C)=[CH:6][N:5]=[C:4]([NH2:14])[CH:3]=1.C([O-])([O-])=O.[K+].[K+]. (9) Given the product [O:1]=[C:2]1[C@@H:8]([N:9]([C:10]([O:12][C:13]([CH3:14])([CH3:15])[CH3:16])=[O:11])[C:17]([O:19][C:20]([CH3:23])([CH3:22])[CH3:21])=[O:18])[CH2:7][CH2:6][CH2:5][CH2:4][N:3]1[C:24]1[CH:29]=[CH:28][CH:27]=[CH:26][CH:25]=1, predict the reactants needed to synthesize it. The reactants are: [O:1]=[C:2]1[C@@H:8]([N:9]([C:17]([O:19][C:20]([CH3:23])([CH3:22])[CH3:21])=[O:18])[C:10]([O:12][C:13]([CH3:16])([CH3:15])[CH3:14])=[O:11])[CH2:7][CH2:6][CH2:5][CH2:4][NH:3]1.[C:24]1([Bi]([C:24]2[CH:29]=[CH:28][CH:27]=[CH:26][CH:25]=2)[C:24]2[CH:29]=[CH:28][CH:27]=[CH:26][CH:25]=2)[CH:29]=[CH:28][CH:27]=[CH:26][CH:25]=1. (10) Given the product [NH2:9][C:8]1[CH:7]=[CH:6][C:5]([N:12]2[CH2:17][CH2:16][CH:15]([N:18]3[CH2:23][CH2:22][CH2:21][CH:20]([OH:24])[CH2:19]3)[CH2:14][CH2:13]2)=[CH:4][C:3]=1[O:2][CH3:1], predict the reactants needed to synthesize it. The reactants are: [CH3:1][O:2][C:3]1[CH:4]=[C:5]([N:12]2[CH2:17][CH2:16][CH:15]([N:18]3[CH2:23][CH2:22][CH2:21][CH:20]([OH:24])[CH2:19]3)[CH2:14][CH2:13]2)[CH:6]=[CH:7][C:8]=1[N+:9]([O-])=O.